Dataset: Forward reaction prediction with 1.9M reactions from USPTO patents (1976-2016). Task: Predict the product of the given reaction. (1) Given the reactants Cl.Cl.[Cl:3][C:4]1[C:5]2[CH:12]=[C:11]([C:13]3[CH2:14][CH2:15][NH:16][CH2:17][CH:18]=3)[NH:10][C:6]=2[N:7]=[CH:8][N:9]=1.[N:19]1([CH2:25][CH2:26][C:27](O)=[O:28])[CH2:24][CH2:23][CH2:22][CH2:21][CH2:20]1.ON1C2C=CC=CC=2N=N1.Cl.CN(C)CCCN=C=NCC.CCN(C(C)C)C(C)C, predict the reaction product. The product is: [Cl:3][C:4]1[C:5]2[CH:12]=[C:11]([C:13]3[CH2:14][CH2:15][N:16]([C:27](=[O:28])[CH2:26][CH2:25][N:19]4[CH2:24][CH2:23][CH2:22][CH2:21][CH2:20]4)[CH2:17][CH:18]=3)[NH:10][C:6]=2[N:7]=[CH:8][N:9]=1. (2) Given the reactants [Cl:1][C:2]1[CH:3]=[CH:4][CH:5]=[C:6]2[C:10]=1[N:9]([CH:11]([CH3:13])[CH3:12])[N:8]=[C:7]2[C:14]1[CH:19]=[CH:18][C:17]([O:20]C)=[CH:16][CH:15]=1.B(Br)(Br)Br.C1CCCCC=1, predict the reaction product. The product is: [Cl:1][C:2]1[CH:3]=[CH:4][CH:5]=[C:6]2[C:10]=1[N:9]([CH:11]([CH3:12])[CH3:13])[N:8]=[C:7]2[C:14]1[CH:15]=[CH:16][C:17]([OH:20])=[CH:18][CH:19]=1. (3) Given the reactants [CH2:1]([C:8]1[N:9]=[N:10][C:11](Cl)=[C:12]([CH3:15])[C:13]=1[CH3:14])[C:2]1[CH:7]=[CH:6][CH:5]=[CH:4][CH:3]=1.[CH2:17]([O:19][C:20]([C:22]1([CH3:28])[CH2:27][CH2:26][NH:25][CH2:24][CH2:23]1)=[O:21])[CH3:18].CCN(C(C)C)C(C)C, predict the reaction product. The product is: [CH2:17]([O:19][C:20]([C:22]1([CH3:28])[CH2:27][CH2:26][N:25]([C:11]2[N:10]=[N:9][C:8]([CH2:1][C:2]3[CH:7]=[CH:6][CH:5]=[CH:4][CH:3]=3)=[C:13]([CH3:14])[C:12]=2[CH3:15])[CH2:24][CH2:23]1)=[O:21])[CH3:18]. (4) Given the reactants [C:1]([C:3]1[CH:8]=[CH:7][C:6]([CH:9]2[C:18]3[C:17](=[O:19])[CH2:16][CH2:15][CH2:14][C:13]=3[N:12]([C:20]3[CH:25]=[CH:24][CH:23]=[C:22]([C:26]([F:29])([F:28])[F:27])[CH:21]=3)[C:11](=[O:30])[N:10]2[C:31]([NH:33][CH:34]2[CH2:39][CH2:38][S:37](=[O:40])[CH2:36][CH2:35]2)=[O:32])=[CH:5][CH:4]=1)#[N:2].C1(C)C=C(C)C=C(C)C=1S(O[NH2:53])(=O)=O, predict the reaction product. The product is: [C:1]([C:3]1[CH:8]=[CH:7][C:6]([CH:9]2[C:18]3[C:17](=[O:19])[CH2:16][CH2:15][CH2:14][C:13]=3[N:12]([C:20]3[CH:25]=[CH:24][CH:23]=[C:22]([C:26]([F:29])([F:28])[F:27])[CH:21]=3)[C:11](=[O:30])[N:10]2[C:31]([NH:33][CH:34]2[CH2:39][CH2:38][S:37](=[NH:53])(=[O:40])[CH2:36][CH2:35]2)=[O:32])=[CH:5][CH:4]=1)#[N:2]. (5) The product is: [Cl:3][C:4]1[CH:5]=[CH:6][C:7]([CH2:8][N:9]2[C:14](=[O:15])[C:13]([C:16]([OH:18])=[O:17])=[CH:12][N:11]=[C:10]2[NH:21][C:22]2[CH:27]=[CH:26][C:25]([O:28][CH2:29][C:30]3[CH:31]=[CH:32][C:33]([O:36][CH3:37])=[CH:34][CH:35]=3)=[CH:24][CH:23]=2)=[CH:38][CH:39]=1. Given the reactants [OH-].[Li+].[Cl:3][C:4]1[CH:39]=[CH:38][C:7]([CH2:8][N:9]2[C:14](=[O:15])[C:13]([C:16]([O:18]CC)=[O:17])=[CH:12][N:11]=[C:10]2[NH:21][C:22]2[CH:27]=[CH:26][C:25]([O:28][CH2:29][C:30]3[CH:35]=[CH:34][C:33]([O:36][CH3:37])=[CH:32][CH:31]=3)=[CH:24][CH:23]=2)=[CH:6][CH:5]=1.C(O)C.Cl, predict the reaction product. (6) Given the reactants C([O:8][C:9]1[CH:19]=[C:18]([N+:20]([O-:22])=[O:21])[CH:17]=[CH:16][C:10]=1[O:11][CH2:12][C@H:13]1[CH2:15][O:14]1)C1C=CC=CC=1.C(=O)(O)[O-].[Na+].C1CC=CCC=1, predict the reaction product. The product is: [N+:20]([C:18]1[CH:17]=[CH:16][C:10]2[O:11][CH2:12][C@H:13]([CH2:15][OH:14])[O:8][C:9]=2[CH:19]=1)([O-:22])=[O:21]. (7) Given the reactants C[Si]([N:5]=[C:6]=[O:7])(C)C.[OH:8][NH:9][CH2:10][C:11]1[CH:16]=[CH:15][C:14]([N:17]2[CH2:26][CH2:25][C:20]3([O:24][CH2:23][CH2:22][O:21]3)[CH2:19][CH2:18]2)=[CH:13][CH:12]=1.C1COCC1.O1CCOCC1, predict the reaction product. The product is: [O:21]1[C:20]2([CH2:19][CH2:18][N:17]([C:14]3[CH:15]=[CH:16][C:11]([CH2:10][N:9]([OH:8])[C:6]([NH2:5])=[O:7])=[CH:12][CH:13]=3)[CH2:26][CH2:25]2)[O:24][CH2:23][CH2:22]1. (8) Given the reactants Cl[C:2]1[CH:3]=[C:4]([CH:8]=[CH:9][C:10]=1[C:11]1[CH:20]=[CH:19][C:18]2[C:13](=[CH:14][CH:15]=[C:16]([O:21][CH3:22])[CH:17]=2)[N:12]=1)[C:5]([OH:7])=[O:6].[CH3:23]OC(C1C=CC(B(O)O)=CC=1)=O.C(=O)([O-])[O-].[Na+].[Na+], predict the reaction product. The product is: [CH3:22][O:21][C:16]1[CH:17]=[C:18]2[C:13](=[CH:14][CH:15]=1)[N:12]=[C:11]([C:10]1[CH:9]=[CH:8][C:4]([C:5]([O:7][CH3:23])=[O:6])=[CH:3][CH:2]=1)[CH:20]=[CH:19]2.